The task is: Predict which catalyst facilitates the given reaction.. This data is from Catalyst prediction with 721,799 reactions and 888 catalyst types from USPTO. Reactant: [N:1]1([C@@H:7]2[CH2:11][CH2:10][N:9]([C:12]3[S:13][C:14]4[CH:20]=[C:19]([OH:21])[CH:18]=[CH:17][C:15]=4[N:16]=3)[CH2:8]2)[CH2:6][CH2:5][CH2:4][CH2:3][CH2:2]1.Cl[C:23]1[CH:32]=[CH:31][C:26]([C:27]([NH:29][CH3:30])=[O:28])=[CH:25][N:24]=1.C([O-])([O-])=O.[K+].[K+]. Product: [CH3:30][NH:29][C:27](=[O:28])[C:26]1[CH:31]=[CH:32][C:23]([O:21][C:19]2[CH:18]=[CH:17][C:15]3[N:16]=[C:12]([N:9]4[CH2:10][CH2:11][C@@H:7]([N:1]5[CH2:6][CH2:5][CH2:4][CH2:3][CH2:2]5)[CH2:8]4)[S:13][C:14]=3[CH:20]=2)=[N:24][CH:25]=1. The catalyst class is: 454.